Dataset: Catalyst prediction with 721,799 reactions and 888 catalyst types from USPTO. Task: Predict which catalyst facilitates the given reaction. The catalyst class is: 14. Reactant: C[O:2][C:3]([C:5]1[N:6]=[CH:7][C:8]2[C:13]([C:14]=1[OH:15])=[CH:12][CH:11]=[C:10]([C:16]1[CH:21]=[CH:20][CH:19]=[CH:18][CH:17]=1)[CH:9]=2)=O.OC(C(F)(F)F)=O.[NH2:29][CH2:30][C:31]([CH3:36])([CH3:35])[C:32]([OH:34])=[O:33].C[O-].[Na+]. Product: [OH:15][C:14]1[C:13]2[C:8](=[CH:9][C:10]([C:16]3[CH:21]=[CH:20][CH:19]=[CH:18][CH:17]=3)=[CH:11][CH:12]=2)[CH:7]=[N:6][C:5]=1[C:3]([NH:29][CH2:30][C:31]([CH3:36])([CH3:35])[C:32]([OH:34])=[O:33])=[O:2].